This data is from Full USPTO retrosynthesis dataset with 1.9M reactions from patents (1976-2016). The task is: Predict the reactants needed to synthesize the given product. (1) Given the product [C:1]([C@@H:4]([C@H:6]([C:8]([OH:10])=[O:9])[OH:7])[OH:5])([OH:3])=[O:2].[CH2:36]([O:35][C:29]1[CH:28]=[C:27]2[C:32]([C:19]([C:16]3[CH:15]=[N:14][C:13]([O:42][CH3:41])=[CH:44][CH:17]=3)=[N:20][C@H:21]3[C@@H:26]2[CH2:25][C@H:24]([OH:38])[CH2:23][CH2:22]3)=[CH:31][C:30]=1[O:33][CH3:34])[CH3:37], predict the reactants needed to synthesize it. The reactants are: [C:1]([C@@H:4]([C@H:6]([C:8]([OH:10])=[O:9])[OH:7])[OH:5])([OH:3])=[O:2].CN(C)[C:13]1N=[CH:17][C:16]([C:19]2[C:32]3[C:27](=[CH:28][C:29]([O:35][CH2:36][CH3:37])=[C:30]([O:33][CH3:34])[CH:31]=3)[C@@H:26]3[C@@H:21]([CH2:22][CH2:23][C@@H:24]([OH:38])[CH2:25]3)[N:20]=2)=[CH:15][N:14]=1.C[C:41](C)=[O:42].[CH:44](O)(C)C.ClCCl. (2) Given the product [F:18][C:2]1([F:1])[CH2:6][N:5]([C:7]([O:9][C:10]([CH3:12])([CH3:11])[CH3:13])=[O:8])[C@H:4]([CH3:14])[CH2:3]1, predict the reactants needed to synthesize it. The reactants are: [F:1][C:2]1([F:18])[CH2:6][N:5]([C:7]([O:9][C:10]([CH3:13])([CH3:12])[CH3:11])=[O:8])[C@H:4]([C:14](OC)=O)[CH2:3]1.[Si](OC1CN(C(OC(C)(C)C)=O)C(C)C1)(C(C)(C)C)(C)C.